From a dataset of NCI-60 drug combinations with 297,098 pairs across 59 cell lines. Regression. Given two drug SMILES strings and cell line genomic features, predict the synergy score measuring deviation from expected non-interaction effect. (1) Drug 2: C1CN(CCN1C(=O)CCBr)C(=O)CCBr. Synergy scores: CSS=19.8, Synergy_ZIP=-2.21, Synergy_Bliss=2.12, Synergy_Loewe=-2.97, Synergy_HSA=1.77. Drug 1: CN1C2=C(C=C(C=C2)N(CCCl)CCCl)N=C1CCCC(=O)O.Cl. Cell line: UO-31. (2) Drug 1: CS(=O)(=O)C1=CC(=C(C=C1)C(=O)NC2=CC(=C(C=C2)Cl)C3=CC=CC=N3)Cl. Drug 2: CC1=CC2C(CCC3(C2CCC3(C(=O)C)OC(=O)C)C)C4(C1=CC(=O)CC4)C. Cell line: K-562. Synergy scores: CSS=18.6, Synergy_ZIP=-1.01, Synergy_Bliss=-3.87, Synergy_Loewe=-4.79, Synergy_HSA=-4.93. (3) Drug 1: CN(C)C1=NC(=NC(=N1)N(C)C)N(C)C. Drug 2: B(C(CC(C)C)NC(=O)C(CC1=CC=CC=C1)NC(=O)C2=NC=CN=C2)(O)O. Cell line: SK-MEL-2. Synergy scores: CSS=-6.13, Synergy_ZIP=-0.856, Synergy_Bliss=-5.08, Synergy_Loewe=-8.34, Synergy_HSA=-8.34. (4) Synergy scores: CSS=14.1, Synergy_ZIP=-2.60, Synergy_Bliss=-0.436, Synergy_Loewe=-2.37, Synergy_HSA=-2.34. Cell line: MCF7. Drug 2: C1CNP(=O)(OC1)N(CCCl)CCCl. Drug 1: C1=CC=C(C=C1)NC(=O)CCCCCCC(=O)NO. (5) Drug 1: CC1=C(C(=O)C2=C(C1=O)N3CC4C(C3(C2COC(=O)N)OC)N4)N. Drug 2: CC(C)CN1C=NC2=C1C3=CC=CC=C3N=C2N. Cell line: NCI-H522. Synergy scores: CSS=30.4, Synergy_ZIP=-8.31, Synergy_Bliss=-1.30, Synergy_Loewe=-1.40, Synergy_HSA=-0.787.